Task: Predict the reactants needed to synthesize the given product.. Dataset: Full USPTO retrosynthesis dataset with 1.9M reactions from patents (1976-2016) Given the product [F:1][C:2]([F:10])([F:9])[CH2:3][CH2:4][S:5]([O:38][C:35]1[CH:34]=[CH:33][C:32]([C:29]2[N:28]([C:39]3[CH:44]=[CH:43][C:42]([Cl:45])=[CH:41][C:40]=3[Cl:46])[N:27]=[C:26]([C:24]([NH:23][C:16]3[CH:17]=[CH:18][C:19]([F:22])=[C:20]([F:21])[C:15]=3[O:14][CH2:11][CH:12]=[CH2:13])=[O:25])[C:30]=2[CH3:31])=[CH:37][CH:36]=1)(=[O:7])=[O:6], predict the reactants needed to synthesize it. The reactants are: [F:1][C:2]([F:10])([F:9])[CH2:3][CH2:4][S:5](Cl)(=[O:7])=[O:6].[CH2:11]([O:14][C:15]1[C:20]([F:21])=[C:19]([F:22])[CH:18]=[CH:17][C:16]=1[NH:23][C:24]([C:26]1[C:30]([CH3:31])=[C:29]([C:32]2[CH:37]=[CH:36][C:35]([OH:38])=[CH:34][CH:33]=2)[N:28]([C:39]2[CH:44]=[CH:43][C:42]([Cl:45])=[CH:41][C:40]=2[Cl:46])[N:27]=1)=[O:25])[CH:12]=[CH2:13].O.